This data is from Catalyst prediction with 721,799 reactions and 888 catalyst types from USPTO. The task is: Predict which catalyst facilitates the given reaction. (1) Reactant: [C:1]1([C:7]2[O:11][C:10]([CH:12]=O)=[CH:9][CH:8]=2)[CH:6]=[CH:5][CH:4]=[CH:3][CH:2]=1.[S:14]1[CH2:20][C:18](=[O:19])[NH:17][C:15]1=[S:16].N1CCCCC1. Product: [C:1]1([C:7]2[O:11][C:10]([CH:12]=[C:20]3[S:14][C:15](=[S:16])[NH:17][C:18]3=[O:19])=[CH:9][CH:8]=2)[CH:2]=[CH:3][CH:4]=[CH:5][CH:6]=1. The catalyst class is: 14. (2) Reactant: [O-]CC.[Na+].[I:5][C:6]1[CH:11]=[CH:10][CH:9]=[C:8]([N+:12]([O-:14])=[O:13])[C:7]=1[CH3:15].C(O)C.[C:19](OCC)(=[O:25])[C:20]([O:22]CC)=[O:21]. Product: [I:5][C:6]1[CH:11]=[CH:10][CH:9]=[C:8]([N+:12]([O-:14])=[O:13])[C:7]=1[CH2:15][C:19](=[O:25])[C:20]([OH:22])=[O:21]. The catalyst class is: 6. (3) Reactant: [CH3:1][NH2:2].[CH3:3][C:4]1[CH:9]=[CH:8][C:7]([S:10](Cl)(=[O:12])=[O:11])=[CH:6][CH:5]=1.O. Product: [CH3:1][NH:2][S:10]([C:7]1[CH:8]=[CH:9][C:4]([CH3:3])=[CH:5][CH:6]=1)(=[O:12])=[O:11]. The catalyst class is: 1.